From a dataset of Forward reaction prediction with 1.9M reactions from USPTO patents (1976-2016). Predict the product of the given reaction. (1) The product is: [CH:47]1([P:40]([CH:41]2[CH2:42][CH2:43][CH2:44][CH2:45][CH2:46]2)[C:13]2[N:12]([S:9]([C:2]3[C:3]([CH3:8])=[CH:4][C:5]([CH3:7])=[CH:6][C:1]=3[CH3:21])(=[O:11])=[O:10])[C:16]3[CH:17]=[CH:18][CH:19]=[CH:20][C:15]=3[N:14]=2)[CH2:48][CH2:49][CH2:50][CH2:51][CH2:52]1. Given the reactants [C:1]1([CH3:21])[CH:6]=[C:5]([CH3:7])[CH:4]=[C:3]([CH3:8])[C:2]=1[S:9]([N:12]1[C:16]2[CH:17]=[CH:18][CH:19]=[CH:20][C:15]=2[N:14]=[CH:13]1)(=[O:11])=[O:10].C1COCC1.C1(C)C=CC=CC=1.[Li]CCCC.Cl[P:40]([CH:47]1[CH2:52][CH2:51][CH2:50][CH2:49][CH2:48]1)[CH:41]1[CH2:46][CH2:45][CH2:44][CH2:43][CH2:42]1, predict the reaction product. (2) Given the reactants Br[C:2]1[S:3][CH:4]=[C:5]([Br:7])[N:6]=1.[N:8]1([C:14]([O:16][C:17]([CH3:20])([CH3:19])[CH3:18])=[O:15])[CH2:13][CH2:12][NH:11][CH2:10][CH2:9]1.C(N(CC)CC)C.CN(C)C=O, predict the reaction product. The product is: [Br:7][C:5]1[N:6]=[C:2]([N:11]2[CH2:10][CH2:9][N:8]([C:14]([O:16][C:17]([CH3:20])([CH3:19])[CH3:18])=[O:15])[CH2:13][CH2:12]2)[S:3][CH:4]=1.